From a dataset of Catalyst prediction with 721,799 reactions and 888 catalyst types from USPTO. Predict which catalyst facilitates the given reaction. (1) Reactant: Br[C:2]1[C:10]2[C:5](=[CH:6][CH:7]=[CH:8][CH:9]=2)[NH:4][C:3]=1[C:11]([O:13][CH2:14][CH3:15])=[O:12].[CH3:16][O:17][C:18]1[N:23]=[CH:22][C:21](B(O)O)=[CH:20][CH:19]=1.C([O-])([O-])=O.[Na+].[Na+]. Product: [CH3:16][O:17][C:18]1[N:23]=[CH:22][C:21]([C:2]2[C:10]3[C:5](=[CH:6][CH:7]=[CH:8][CH:9]=3)[NH:4][C:3]=2[C:11]([O:13][CH2:14][CH3:15])=[O:12])=[CH:20][CH:19]=1. The catalyst class is: 104. (2) Reactant: [O:1]1[C:3]2([CH2:8][CH2:7][N:6]([C:9]3[CH:14]=[CH:13][C:12]([N:15]4[CH2:19][C@H:18]([CH2:20][NH:21][C:22](=[O:24])[CH3:23])[O:17][C:16]4=[O:25])=[CH:11][C:10]=3[F:26])[CH2:5][CH2:4]2)[CH2:2]1.[CH:27]1([NH2:30])[CH2:29][CH2:28]1. Product: [CH:27]1([NH:30][CH2:2][C:3]2([OH:1])[CH2:4][CH2:5][N:6]([C:9]3[CH:14]=[CH:13][C:12]([N:15]4[CH2:19][C@H:18]([CH2:20][NH:21][C:22](=[O:24])[CH3:23])[O:17][C:16]4=[O:25])=[CH:11][C:10]=3[F:26])[CH2:7][CH2:8]2)[CH2:29][CH2:28]1. The catalyst class is: 5. (3) Reactant: [Cl:1][C:2]1[N:7]=[C:6]([C:8]2[S:25][C:11]3[C:12]([CH3:24])([CH3:23])[N:13](C(OC(C)(C)C)=O)[C:14](=[O:15])[C:10]=3[CH:9]=2)[CH:5]=[CH:4][N:3]=1.FC(F)(F)C(O)=O. Product: [Cl:1][C:2]1[N:7]=[C:6]([C:8]2[S:25][C:11]3[C:12]([CH3:23])([CH3:24])[NH:13][C:14](=[O:15])[C:10]=3[CH:9]=2)[CH:5]=[CH:4][N:3]=1. The catalyst class is: 2. (4) Reactant: C[O:2][C:3](=[O:17])[C:4]1[CH:9]=[CH:8][C:7]([N:10]2[CH2:15][CH2:14][O:13][CH2:12][CH2:11]2)=[CH:6][C:5]=1[Cl:16].[OH-].[Na+].Cl. Product: [Cl:16][C:5]1[CH:6]=[C:7]([N:10]2[CH2:11][CH2:12][O:13][CH2:14][CH2:15]2)[CH:8]=[CH:9][C:4]=1[C:3]([OH:17])=[O:2]. The catalyst class is: 24. (5) Reactant: [N:1]1[C:10]2[C:5](=[CH:6][N:7]=[CH:8][CH:9]=2)[CH:4]=[CH:3][C:2]=1[C:11]([OH:13])=O.O.ON1C2C=CC=CC=2N=N1.[C:25]1([CH:31]([NH2:33])[CH3:32])[CH:30]=[CH:29][CH:28]=[CH:27][CH:26]=1. Product: [C:25]1([CH:31]([NH:33][C:11]([C:2]2[CH:3]=[CH:4][C:5]3[C:10](=[CH:9][CH:8]=[N:7][CH:6]=3)[N:1]=2)=[O:13])[CH3:32])[CH:30]=[CH:29][CH:28]=[CH:27][CH:26]=1. The catalyst class is: 3. (6) Reactant: [CH3:1][N:2]([CH3:21])[CH2:3][CH2:4][O:5][C:6]1[CH:7]=[C:8]([C:18]([OH:20])=O)[C:9]2[CH:10]=[CH:11][N:12]([CH:15]([CH3:17])[CH3:16])[C:13]=2[CH:14]=1.CCN=C=NCCCN(C)C.Cl.C1C=CC2N(O)N=NC=2C=1.CCN(C(C)C)C(C)C.[NH2:53][CH2:54][C:55]1[C:56](=[O:65])[NH:57][C:58]([CH3:64])=[CH:59][C:60]=1[CH2:61][CH2:62][CH3:63]. Product: [CH3:64][C:58]1[NH:57][C:56](=[O:65])[C:55]([CH2:54][NH:53][C:18]([C:8]2[C:9]3[CH:10]=[CH:11][N:12]([CH:15]([CH3:16])[CH3:17])[C:13]=3[CH:14]=[C:6]([O:5][CH2:4][CH2:3][N:2]([CH3:1])[CH3:21])[CH:7]=2)=[O:20])=[C:60]([CH2:61][CH2:62][CH3:63])[CH:59]=1. The catalyst class is: 18.